Dataset: Peptide-MHC class I binding affinity with 185,985 pairs from IEDB/IMGT. Task: Regression. Given a peptide amino acid sequence and an MHC pseudo amino acid sequence, predict their binding affinity value. This is MHC class I binding data. (1) The peptide sequence is SEVKFKYVL. The MHC is HLA-B40:01 with pseudo-sequence HLA-B40:01. The binding affinity (normalized) is 0.872. (2) The peptide sequence is LSGVNNLEH. The MHC is HLA-A11:01 with pseudo-sequence HLA-A11:01. The binding affinity (normalized) is 0.212.